From a dataset of Full USPTO retrosynthesis dataset with 1.9M reactions from patents (1976-2016). Predict the reactants needed to synthesize the given product. Given the product [F:28][C:2]([F:1])([F:27])[C:3]1[CH:20]=[CH:19][C:6]([CH2:7][NH:8][C:9]([C:10]2[C:11]3[O:17][CH2:30][C:31](=[O:32])[NH:16][C:12]=3[CH:13]=[CH:14][CH:15]=2)=[O:18])=[C:5]([N:21]2[CH2:26][CH2:25][CH2:24][CH2:23][CH2:22]2)[CH:4]=1, predict the reactants needed to synthesize it. The reactants are: [F:1][C:2]([F:28])([F:27])[C:3]1[CH:20]=[CH:19][C:6]([CH2:7][NH:8][C:9](=[O:18])[C:10]2[CH:15]=[CH:14][CH:13]=[C:12]([NH2:16])[C:11]=2[OH:17])=[C:5]([N:21]2[CH2:26][CH2:25][CH2:24][CH2:23][CH2:22]2)[CH:4]=1.Cl[CH2:30][C:31](Cl)=[O:32].C([O-])([O-])=O.[K+].[K+].